From a dataset of Full USPTO retrosynthesis dataset with 1.9M reactions from patents (1976-2016). Predict the reactants needed to synthesize the given product. Given the product [F:1][C:2]1([F:17])[O:6][C:5]2[CH:7]=[CH:8][C:9]([C:11]3([C:14]([NH:18][C:19]4[N:24]=[C:23]([C:25]5[CH:26]=[C:27]([CH:35]=[CH:36][CH:37]=5)[C:28]([O:30][C:31]([CH3:33])([CH3:34])[CH3:32])=[O:29])[C:22]([CH3:38])=[CH:21][N:20]=4)=[O:15])[CH2:13][CH2:12]3)=[CH:10][C:4]=2[O:3]1, predict the reactants needed to synthesize it. The reactants are: [F:1][C:2]1([F:17])[O:6][C:5]2[CH:7]=[CH:8][C:9]([C:11]3([C:14](Cl)=[O:15])[CH2:13][CH2:12]3)=[CH:10][C:4]=2[O:3]1.[NH2:18][C:19]1[N:24]=[C:23]([C:25]2[CH:26]=[C:27]([CH:35]=[CH:36][CH:37]=2)[C:28]([O:30][C:31]([CH3:34])([CH3:33])[CH3:32])=[O:29])[C:22]([CH3:38])=[CH:21][N:20]=1.